This data is from Reaction yield outcomes from USPTO patents with 853,638 reactions. The task is: Predict the reaction yield, written as a fraction of the theoretical maximum amount of product (1.0 means a 100% yield; for example, 0.34 means a 34% yield). (1) The catalyst is C(Cl)Cl. The reactants are [CH2:1]([O:3][C:4](=[O:17])[C@@H:5]([O:14][CH2:15][CH3:16])[CH2:6][C:7]1[CH:12]=[CH:11][C:10]([OH:13])=[CH:9][CH:8]=1)[CH3:2].[Br:18]Br. The yield is 0.880. The product is [CH2:1]([O:3][C:4](=[O:17])[C@@H:5]([O:14][CH2:15][CH3:16])[CH2:6][C:7]1[CH:8]=[CH:9][C:10]([OH:13])=[C:11]([Br:18])[CH:12]=1)[CH3:2]. (2) The reactants are Cl[C:2](Cl)([O:4]C(=O)OC(Cl)(Cl)Cl)Cl.[CH3:13][O:14][C:15](=[O:24])[C:16]1[CH:21]=[CH:20][C:19]([NH2:22])=[C:18]([Cl:23])[CH:17]=1.CCN(CC)CC. The catalyst is C(Cl)Cl. The product is [CH3:13][O:14][C:15](=[O:24])[C:16]1[CH:21]=[CH:20][C:19]([N:22]=[C:2]=[O:4])=[C:18]([Cl:23])[CH:17]=1. The yield is 0.970. (3) The reactants are C(OC([N:8]1[CH2:13][CH2:12][N:11]([C:14]2[CH:19]=[CH:18][C:17]([C:20]([F:23])([F:22])[F:21])=[C:16]([F:24])[CH:15]=2)[CH2:10][CH2:9]1)=O)(C)(C)C.C(Cl)Cl. The catalyst is FC(F)(F)C(O)=O.ClCCl. The product is [F:24][C:16]1[CH:15]=[C:14]([N:11]2[CH2:12][CH2:13][NH:8][CH2:9][CH2:10]2)[CH:19]=[CH:18][C:17]=1[C:20]([F:22])([F:21])[F:23]. The yield is 0.780. (4) The reactants are [F:1][C:2]1[CH:7]=[CH:6][CH:5]=[C:4]([O:8]C)[C:3]=1[C:10]1[C:18]2[C:17]([NH:19][C@H:20]([C:22]3[N:27]([C:28]4[CH:33]=[CH:32][CH:31]=[CH:30][CH:29]=4)[C:26](=[O:34])[C:25]4=[C:35]([CH3:38])[CH:36]=[CH:37][N:24]4[N:23]=3)[CH3:21])=[N:16][CH:15]=[N:14][C:13]=2[N:12](COCC[Si](C)(C)C)[CH:11]=1.B(Br)(Br)Br.N. No catalyst specified. The product is [F:1][C:2]1[CH:7]=[CH:6][CH:5]=[C:4]([OH:8])[C:3]=1[C:10]1[C:18]2[C:17]([NH:19][C@H:20]([C:22]3[N:27]([C:28]4[CH:33]=[CH:32][CH:31]=[CH:30][CH:29]=4)[C:26](=[O:34])[C:25]4=[C:35]([CH3:38])[CH:36]=[CH:37][N:24]4[N:23]=3)[CH3:21])=[N:16][CH:15]=[N:14][C:13]=2[NH:12][CH:11]=1. The yield is 0.360. (5) The reactants are C(#N)C.[F:4][C:5]1[CH:6]=[C:7]([S:11][CH:12]2[CH2:17][CH2:16][N:15]([C:18]([O:20][C:21]([CH3:24])([CH3:23])[CH3:22])=[O:19])[CH2:14][CH2:13]2)[CH:8]=[CH:9][CH:10]=1.[OH:25]OS([O-])=O.[K+].[OH2:31]. The catalyst is C(Cl)(Cl)Cl. The product is [F:4][C:5]1[CH:6]=[C:7]([S:11]([CH:12]2[CH2:13][CH2:14][N:15]([C:18]([O:20][C:21]([CH3:24])([CH3:23])[CH3:22])=[O:19])[CH2:16][CH2:17]2)(=[O:25])=[O:31])[CH:8]=[CH:9][CH:10]=1. The yield is 0.625. (6) The product is [F:31][C:27]([F:32])([CH2:26][NH:25][CH2:23][C:18]1[CH:17]=[CH:16][C:15]2[C:20](=[CH:21][CH:22]=[C:13]([O:12][CH:3]3[CH2:2][CH2:1][C:6]4([CH2:11][CH2:10][CH2:9][CH2:8][CH2:7]4)[CH2:5][CH2:4]3)[CH:14]=2)[CH:19]=1)[C:28]([OH:30])=[O:29]. The yield is 0.410. No catalyst specified. The reactants are [CH2:1]1[C:6]2([CH2:11][CH2:10][CH2:9][CH2:8][CH2:7]2)[CH2:5][CH2:4][CH:3]([O:12][C:13]2[CH:14]=[C:15]3[C:20](=[CH:21][CH:22]=2)[CH:19]=[C:18]([CH:23]=O)[CH:17]=[CH:16]3)[CH2:2]1.[NH2:25][CH2:26][C:27]([F:32])([F:31])[C:28]([OH:30])=[O:29].C(O)C.C([BH3-])#N.[Na+].C(O)(=O)CC(CC(O)=O)(C(O)=O)O.